Dataset: Catalyst prediction with 721,799 reactions and 888 catalyst types from USPTO. Task: Predict which catalyst facilitates the given reaction. Reactant: [F:1][C:2]([F:11])([F:10])[C:3]1[CH:8]=[CH:7][C:6]([OH:9])=[CH:5][CH:4]=1.ClCCl.[O:15]1[CH:20]=[CH:19][CH2:18][CH2:17][CH2:16]1.Cl. Product: [O:15]1[CH2:20][CH2:19][CH2:18][CH2:17][CH:16]1[O:9][C:6]1[CH:5]=[CH:4][C:3]([C:2]([F:10])([F:11])[F:1])=[CH:8][CH:7]=1. The catalyst class is: 12.